From a dataset of Forward reaction prediction with 1.9M reactions from USPTO patents (1976-2016). Predict the product of the given reaction. (1) Given the reactants [C:1]([O:5][C:6]([N:8]1[CH2:13][CH2:12][NH:11][CH2:10][CH2:9]1)=[O:7])([CH3:4])([CH3:3])[CH3:2].[O:14]1[CH2:18][CH2:17][CH:16](OS(C)(=O)=O)[CH2:15]1.C([O-])([O-])=O.[K+].[K+], predict the reaction product. The product is: [C:1]([O:5][C:6]([N:8]1[CH2:13][CH2:12][N:11]([CH:16]2[CH2:17][CH2:18][O:14][CH2:15]2)[CH2:10][CH2:9]1)=[O:7])([CH3:4])([CH3:2])[CH3:3]. (2) Given the reactants [N:1]1[CH:6]=[CH:5][CH:4]=[CH:3][C:2]=1[NH2:7].[Br:8][C:9]1[N:14]=[C:13]([C:15](OC)=[O:16])[C:12]([S:19][CH3:20])=[N:11][CH:10]=1, predict the reaction product. The product is: [Br:8][C:9]1[N:14]=[C:13]([C:15]([NH:7][C:2]2[CH:3]=[CH:4][CH:5]=[CH:6][N:1]=2)=[O:16])[C:12]([S:19][CH3:20])=[N:11][CH:10]=1. (3) Given the reactants [Cl:1][C:2]1[CH:7]=[CH:6][CH:5]=[CH:4][C:3]=1[C:8]1[C:27](I)=[C:11]2[N:12]=[C:13]([CH3:26])[N:14]=[C:15]([N:16]3[CH2:19][C:18]([NH:23][CH2:24][CH3:25])([C:20]([NH2:22])=[O:21])[CH2:17]3)[N:10]2[N:9]=1.[C:29]([C:31]1[CH:36]=[CH:35][C:34](B(O)O)=[CH:33][CH:32]=1)#[N:30], predict the reaction product. The product is: [Cl:1][C:2]1[CH:7]=[CH:6][CH:5]=[CH:4][C:3]=1[C:8]1[C:27]([C:34]2[CH:35]=[CH:36][C:31]([C:29]#[N:30])=[CH:32][CH:33]=2)=[C:11]2[N:12]=[C:13]([CH3:26])[N:14]=[C:15]([N:16]3[CH2:19][C:18]([NH:23][CH2:24][CH3:25])([C:20]([NH2:22])=[O:21])[CH2:17]3)[N:10]2[N:9]=1. (4) Given the reactants F[C:2]1[CH:9]=[CH:8][C:5]([C:6]#[N:7])=[CH:4][CH:3]=1.[NH2:10][C@H:11]1[CH2:15][CH2:14][C@@H:13]([C:16]([OH:18])=[O:17])[CH2:12]1.C(=O)([O-])[O-].[K+].[K+].CS(C)=O, predict the reaction product. The product is: [C:6]([C:5]1[CH:8]=[CH:9][C:2]([NH:10][C@H:11]2[CH2:15][CH2:14][C@@H:13]([C:16]([OH:18])=[O:17])[CH2:12]2)=[CH:3][CH:4]=1)#[N:7]. (5) Given the reactants [F:1][C:2]([F:7])([F:6])[C:3]([OH:5])=[O:4].[F:8][C:9]([F:14])([F:13])[C:10]([OH:12])=[O:11].FC(F)(F)C(O)=O.[Cl:22][C:23]1[CH:24]=[N:25][C:26]2[NH:27][C:28]3[CH:29]=[N:30][CH:31]=[C:32]([CH:54]=3)[CH2:33][CH2:34][C:35]3[CH:43]=[C:39]([NH:40][C:41]=1[N:42]=2)[CH:38]=[CH:37][C:36]=3[NH:44][C:45](=[O:53])[CH2:46][CH:47]1[CH2:52][CH2:51][NH:50][CH2:49][CH2:48]1.[N:55]([C:58]1[CH:59]=[N:60][CH:61]=[CH:62][CH:63]=1)=[C:56]=[O:57], predict the reaction product. The product is: [F:1][C:2]([F:7])([F:6])[C:3]([OH:5])=[O:4].[F:8][C:9]([F:14])([F:13])[C:10]([OH:12])=[O:11].[Cl:22][C:23]1[CH:24]=[N:25][C:26]2[NH:27][C:28]3[CH:29]=[N:30][CH:31]=[C:32]([CH:54]=3)[CH2:33][CH2:34][C:35]3[CH:43]=[C:39]([NH:40][C:41]=1[N:42]=2)[CH:38]=[CH:37][C:36]=3[NH:44][C:45](=[O:53])[CH2:46][CH:47]1[CH2:52][CH2:51][N:50]([C:56]([NH:55][C:58]2[CH:59]=[N:60][CH:61]=[CH:62][CH:63]=2)=[O:57])[CH2:49][CH2:48]1. (6) Given the reactants Cl[CH2:2][CH2:3][CH2:4][CH2:5][CH2:6][CH2:7][O:8][C:9]1[C:10]([O:29][CH3:30])=[CH:11][CH:12]=[C:13]2[C:18]=1[NH:17][C:16](=[O:19])[CH:15]=[C:14]2[NH:20][C:21]1[C:26]([Cl:27])=[CH:25][N:24]=[CH:23][C:22]=1[Cl:28].[NH:31]1[CH2:36][CH2:35][NH:34][CH2:33][CH2:32]1, predict the reaction product. The product is: [Cl:27][C:26]1[CH:25]=[N:24][CH:23]=[C:22]([Cl:28])[C:21]=1[NH:20][C:14]1[C:13]2[C:18](=[C:9]([O:8][CH2:7][CH2:6][CH2:5][CH2:4][CH2:3][CH2:2][N:31]3[CH2:36][CH2:35][NH:34][CH2:33][CH2:32]3)[C:10]([O:29][CH3:30])=[CH:11][CH:12]=2)[NH:17][C:16](=[O:19])[CH:15]=1. (7) Given the reactants [Cl:1][C:2]1[CH:3]=[CH:4][C:5]([OH:25])=[C:6]([C:8]2[CH2:13][CH2:12][CH2:11][CH2:10][C:9]=2[C:14]2[N:19]=[C:18]([C:20]([O:22][CH2:23][CH3:24])=[O:21])[CH:17]=[CH:16][CH:15]=2)[CH:7]=1.[F:26][C:27]1[CH:34]=[CH:33][C:30]([CH2:31]Br)=[CH:29][CH:28]=1.C(=O)([O-])[O-].[K+].[K+], predict the reaction product. The product is: [Cl:1][C:2]1[CH:3]=[CH:4][C:5]([O:25][CH2:31][C:30]2[CH:33]=[CH:34][C:27]([F:26])=[CH:28][CH:29]=2)=[C:6]([C:8]2[CH2:13][CH2:12][CH2:11][CH2:10][C:9]=2[C:14]2[N:19]=[C:18]([C:20]([O:22][CH2:23][CH3:24])=[O:21])[CH:17]=[CH:16][CH:15]=2)[CH:7]=1.